Binary Classification. Given a miRNA mature sequence and a target amino acid sequence, predict their likelihood of interaction. From a dataset of Experimentally validated miRNA-target interactions with 360,000+ pairs, plus equal number of negative samples. (1) The miRNA is hsa-miR-6720-3p with sequence CGCGCCUGCAGGAACUGGUAGA. The protein sequence of the target gene is MAVVSEDDFQHSSNSTYRTTSSSLRADQEALLEKLLDRPPPGLQRPEDRFCGTYIIFFSLGIGSLLPWNFFITAKEYWMFKLRNSSSPATGEDPEGSDILNYFESYLAVASTVPSMLCLVANFLLVNRVAVHIRVLASLTVILAIFMVITALVKVDTSSWTRGFFAVTIVCMVILSGASTVFSSSIYGMTGSFPMRNSQALISGGAMGGTVSAVASLVDLAASSDVRNSALAFFLTATVFLVLCMGLYLLLSRLEYARYYMRPVLAAHVFSGEEELPQDSLSAPSVASRFIDSHTPPLRP.... Result: 0 (no interaction). (2) Result: 1 (interaction). The protein sequence of the target gene is MAETKDVFGQEPHPVEDDLYKERTRKRRKSDRDQRFRAFPSMEQSALKEYEKLESRTRRVLSNTYQKLIQSVFLDDSIPNGVKYLINRLLALIEKPTVDPIYIALFGSTGAGKSSLINAIIQQAMFLPVSGESICTSCIVQVSSGCCVQYEAKIHLLSDQEWREELKNLTKLLHRTEELSREEADAWNRDEAVEEATWKLQMIYGNGAESKNYEELLRAKPKRKIPTSRVITLKAEEAEELSIKLDPYIRTQRRDWDGEAAEMRIWPLIKHVEVTLPKSDLIPEGVVLVDIPGTGDFNSK.... The miRNA is hsa-miR-6840-3p with sequence GCCCAGGACUUUGUGCGGGGUG. (3) The miRNA is mmu-miR-467h with sequence AUAAGUGUGUGCAUGUAUAUGU. The protein sequence of the target gene is MMSMNSKQPHFAMHPTLPEHKYPSLHSSSEAIRRACLPTPPLQSNLFASLDETLLARAEALAAVDIAVSQGKSHPFKPDATYHTMNSVPCTSTSTVPLAHHHHHHHHHQALEPGDLLDHISSPSLALMAGAGGAGAAGGGGGAHDGPGGGGGPGGGGGPGGGGPGGGGGGGGPGGGGGGPGGGLLGGSAHPHPHMHGLGHLSHPAAAAAMNMPSGLPHPGLVAAAAHHGAAAAAAAAAAGQVAAASAAAAVVGAAGLASICDSDTDPRELEAFAERFKQRRIKLGVTQADVGSALANLKI.... Result: 0 (no interaction). (4) Result: 1 (interaction). The miRNA is hsa-miR-3973 with sequence ACAAAGUACAGCAUUAGCCUUAG. The protein sequence of the target gene is MSSRIARALALVVTLLHLTRLALSTCPAACHCPLEAPKCAPGVGLVRDGCGCCKVCAKQLNEDCSKTQPCDHTKGLECNFGASSTALKGICRAQSEGRPCEYNSRIYQNGESFQPNCKHQCTCIDGAVGCIPLCPQELSLPNLGCPNPRLVKVTGQCCEEWVCDEDSIKDPMEDQDGLLGKELGFDASEVELTRNNELIAVGKGSSLKRLPVFGMEPRILYNPLQGQKCIVQTTSWSQCSKTCGTGISTRVTNDNPECRLVKETRICEVRPCGQPVYSSLKKGKKCSKTKKSPEPVRFTY.... (5) The miRNA is hsa-miR-4424 with sequence AGAGUUAACUCAAAAUGGACUA. The protein sequence of the target gene is MASDPIFTLAPPLHCHYGAFPPNASGWEQPPNASGVSVASAALAASAASRVATSTDPSCSGFAPPDFNHCLKDWDYNGLPVLTTNAIGQWDLVCDLGWQVILEQILFILGFASGYLFLGYPADRFGRRGIVLLTLGLVGPCGVGGAAAGSSTGVMALRFLLGFLLAGVDLGVYLMRLELCDPTQRLRVALAGELVGVGGHFLFLGLALVSKDWRFLQRMITAPCILFLFYGWPGLFLESARWLIVKRQIEEAQSVLRILAERNRPHGQMLGEEAQEALQDLENTCPLPATSSFSFASLLN.... Result: 0 (no interaction). (6) The miRNA is hsa-miR-3136-5p with sequence CUGACUGAAUAGGUAGGGUCAUU. The protein sequence of the target gene is MPVEEFVAGWISGALGLVLGHPFDTVKVRLQTQTTYRGIVDCMVKIYRHESLLGFFKGMSFPIASIAVVNSVLFGVYSNTLLVLTATSHQERRAQPPSYMHIFLAGCTGGFLQAYCLAPFDLIKVRLQNQTEPRAQPGSPPPRYQGPVHCAASIFREEGPRGLFRGAWALTLRDTPTVGIYFITYEGLCRQYTPEGQNPSSATVLVAGGFAGIASWVAATPLDMIKSRMQMDGLRRRVYQGMLDCMVSSIRQEGLGVFFRGVTINSARAFPVNAVTFLSYEYLLRWWG. Result: 1 (interaction). (7) The miRNA is mmu-miR-302b-3p with sequence UAAGUGCUUCCAUGUUUUAGUAG. The protein sequence of the target gene is MAFSLCWKAPRSPWSFLQAVNNGSPLFLWRTVGSCLDPKMKAYLEENTEVTSSGSLTPEIQLRLLTPRCKFWWERADLWPYSDPYWAIYWPGGQALSRYLLDNPAVVRGKSVLDLGSGCGATAIAAKMSGASKILANDIDPIAGMAITLNCKLNGLNPFPVLTKNILNTQQGKFDLIVLGDMFYDEDLADSLHLWLQNYFWTHGTRVLIGDPGRPQFSGHSIRHQLYQLVEYTLPEPTQQENNGLTTSAVWDFHP. Result: 0 (no interaction). (8) The miRNA is hsa-miR-205-3p with sequence GAUUUCAGUGGAGUGAAGUUC. The protein sequence of the target gene is MDAILNYKSEDTEDYYTLLGCDELSSVEQILAEFKVRALECHPDKHPENSKAVETFQKLQKAKDILTNEASRARYDHWRRSQMSMSFQQWEALSDSVKMSMHWAVRGKKDLMLEESDQTPTDKIENEEQDEQKEIKKEEFGSTTEKMEQKESKSVEKSFSPQNPDSPGFANVNCWHLRFRWSGDAPSELLRKFRNYEI. Result: 0 (no interaction). (9) The miRNA is hsa-miR-548o-5p with sequence AAAAGUAAUUGCGGUUUUUGCC. The protein sequence of the target gene is MAEVGEDSGARALLALRSAPCSPVLCAAAAAAAFPAAAPPPAPAQPQPPPGPPPPPPPPLPPGAIAGAGSSGGSSGVSGDSAVAGAAPALVAAAAASVRQSPGPALARLEGREFEFLMRQPSVTIGRNSSQGSVDLSMGLSSFISRRHLQLSFQEPHFYLRCLGKNGVFVDGAFQRRGAPALQLPKQCTFRFPSTAIKIQFTSLYHKEEAPASPLRPLYPQISPLKIHIPEPDLRSMVSPVPSPTGTISVPNSCPASPRGAGSSSYRFVQNVTSDLQLAAEFAAKAASEQQADTSGGDSP.... Result: 1 (interaction).